The task is: Predict the reactants needed to synthesize the given product.. This data is from Full USPTO retrosynthesis dataset with 1.9M reactions from patents (1976-2016). Given the product [C:17]([NH:8][C@@H:7]1[C@@H:9]([OH:10])[C@H:11]([OH:12])[C@@H:13]([CH2:15][OH:16])[O:14][CH:6]1[OH:5])(=[O:19])[CH3:18], predict the reactants needed to synthesize it. The reactants are: [Na].CO.Cl.[OH:5][CH:6]1[O:14][C@H:13]([CH2:15][OH:16])[C@@H:11]([OH:12])[C@H:9]([OH:10])[C@H:7]1[NH2:8].[C:17](OC(=O)C)(=[O:19])[CH3:18].